Dataset: Catalyst prediction with 721,799 reactions and 888 catalyst types from USPTO. Task: Predict which catalyst facilitates the given reaction. (1) Reactant: [N+:1]([C:4]1[CH:5]=[C:6]([N:10]2[CH:14]=[C:13]([C:15]([OH:17])=O)[N:12]=[CH:11]2)[CH:7]=[CH:8][CH:9]=1)([O-:3])=[O:2].Cl.[CH3:19][NH:20][CH3:21].C(NC(C)C)(C)C.ON1C2N=CC=CC=2N=N1.Cl.CN(C)CCCN=C=NCC. Product: [CH3:19][N:20]([CH3:21])[C:15]([C:13]1[N:12]=[CH:11][N:10]([C:6]2[CH:7]=[CH:8][CH:9]=[C:4]([N+:1]([O-:3])=[O:2])[CH:5]=2)[CH:14]=1)=[O:17]. The catalyst class is: 3. (2) Reactant: C([O-])=O.[NH4+].Cl[C:6]1[N:16]=[C:15]([O:17][C:18]2[CH:23]=[CH:22][C:21]([F:24])=[C:20]([F:25])[CH:19]=2)[C:14]([F:26])=[CH:13][C:7]=1[C:8]([O:10][CH2:11][CH3:12])=[O:9]. Product: [F:25][C:20]1[CH:19]=[C:18]([CH:23]=[CH:22][C:21]=1[F:24])[O:17][C:15]1[C:14]([F:26])=[CH:13][C:7]([C:8]([O:10][CH2:11][CH3:12])=[O:9])=[CH:6][N:16]=1. The catalyst class is: 19. (3) Reactant: [Cl:1][C:2]1[C:15]2[C:14](=[O:16])[C:13]3[C:8](=[CH:9][CH:10]=[CH:11][CH:12]=3)[S:7][C:6]=2[C:5]([O:17][CH2:18][CH2:19][CH2:20]I)=[CH:4][CH:3]=1.[NH:22]([CH2:26][CH2:27][OH:28])[CH2:23][CH2:24][OH:25]. Product: [OH:25][CH2:24][CH2:23][N:22]([CH2:26][CH2:27][OH:28])[CH2:20][CH2:19][CH2:18][O:17][C:5]1[C:6]2[S:7][C:8]3[C:13](=[CH:12][CH:11]=[CH:10][CH:9]=3)[C:14](=[O:16])[C:15]=2[C:2]([Cl:1])=[CH:3][CH:4]=1. The catalyst class is: 10. (4) Reactant: [CH2:1]([O:3][C:4](=[O:19])[CH2:5][CH2:6][NH:7][CH2:8][C:9]([O:11]CC1C=CC=CC=1)=[O:10])[CH3:2].[CH2:20]=O. Product: [CH2:1]([O:3][C:4](=[O:19])[CH2:5][CH2:6][N:7]([CH2:8][C:9]([OH:11])=[O:10])[CH3:20])[CH3:2]. The catalyst class is: 421. (5) Reactant: [Cl:1][C:2]1[CH:22]=[CH:21][C:5]([CH2:6][C:7]2[N:8]=[C:9]([C:15]3[CH:20]=[CH:19][N:18]=[CH:17][CH:16]=3)[S:10][C:11]=2[C:12](O)=[O:13])=[CH:4][CH:3]=1.C1C=[CH:25][C:26]2N(O)N=[N:29][C:27]=2C=1.CCN=C=NCCCN(C)C.C(N)C=C. Product: [CH2:27]([NH:29][C:12]([C:11]1[S:10][C:9]([C:15]2[CH:16]=[CH:17][N:18]=[CH:19][CH:20]=2)=[N:8][C:7]=1[CH2:6][C:5]1[CH:21]=[CH:22][C:2]([Cl:1])=[CH:3][CH:4]=1)=[O:13])[CH:26]=[CH2:25]. The catalyst class is: 2. (6) Reactant: [C:1]1([CH3:11])[CH:6]=[CH:5][C:4]([S:7](Cl)(=[O:9])=[O:8])=[CH:3][CH:2]=1.[OH:12][CH:13]([CH3:20])[CH2:14][CH2:15][O:16][C:17](=[O:19])[CH3:18].O. The catalyst class is: 119. Product: [C:1]1([CH3:11])[CH:6]=[CH:5][C:4]([S:7]([O:12][CH:13]([CH3:20])[CH2:14][CH2:15][O:16][C:17](=[O:19])[CH3:18])(=[O:9])=[O:8])=[CH:3][CH:2]=1. (7) Reactant: [Br:1][C:2]1[CH:3]=[C:4]([C:15]([NH:17][CH2:18][C:19]2[C:20]([CH3:35])=[CH:21][C:22]([NH:27]C(=O)OC(C)(C)C)=[N:23][C:24]=2[O:25]C)=[O:16])[C:5]2[C:6]([CH3:14])=[CH:7][N:8]([CH:11]([CH3:13])[CH3:12])[C:9]=2[CH:10]=1.[Si](I)(C)(C)C. Product: [NH2:27][C:22]1[NH:23][C:24](=[O:25])[C:19]([CH2:18][NH:17][C:15]([C:4]2[C:5]3[C:6]([CH3:14])=[CH:7][N:8]([CH:11]([CH3:12])[CH3:13])[C:9]=3[CH:10]=[C:2]([Br:1])[CH:3]=2)=[O:16])=[C:20]([CH3:35])[CH:21]=1. The catalyst class is: 10.